From a dataset of Full USPTO retrosynthesis dataset with 1.9M reactions from patents (1976-2016). Predict the reactants needed to synthesize the given product. (1) Given the product [F:14][C:15]1[CH:22]=[C:21]([CH3:23])[CH:20]=[CH:19][C:16]=1[CH:17]([C:2]1[CH:7]=[C:6]([CH3:8])[CH:5]=[CH:4][N:3]=1)[OH:18], predict the reactants needed to synthesize it. The reactants are: Br[C:2]1[CH:7]=[C:6]([CH3:8])[CH:5]=[CH:4][N:3]=1.C([Li])CCC.[F:14][C:15]1[CH:22]=[C:21]([CH3:23])[CH:20]=[CH:19][C:16]=1[CH:17]=[O:18]. (2) Given the product [Cl:27][C:3]1[CH:4]=[C:5]([O:6][C:7]2[C:12]3[N:13]([CH3:14])[C:16]([CH2:17][O:18][CH:19]4[CH2:24][CH2:23][CH2:22][CH2:21][O:20]4)=[CH:15][C:11]=3[N:10]=[CH:9][N:8]=2)[CH:25]=[CH:26][C:2]=1[NH2:1], predict the reactants needed to synthesize it. The reactants are: [NH2:1][C:2]1[CH:26]=[CH:25][C:5]([O:6][C:7]2[C:12]([NH:13][CH3:14])=[C:11]([C:15]#[C:16][CH2:17][O:18][CH:19]3[CH2:24][CH2:23][CH2:22][CH2:21][O:20]3)[N:10]=[CH:9][N:8]=2)=[CH:4][C:3]=1[Cl:27].O. (3) Given the product [CH:1]([N:4]1[C:8]([C:9]2[N:18]=[C:17]3[N:11]([CH2:12][CH2:13][O:14][C:15]4[CH:22]=[C:21]([CH2:23][NH:26][CH3:25])[CH:20]=[CH:19][C:16]=43)[CH:10]=2)=[N:7][CH:6]=[N:5]1)([CH3:2])[CH3:3], predict the reactants needed to synthesize it. The reactants are: [CH:1]([N:4]1[C:8]([C:9]2[N:18]=[C:17]3[N:11]([CH2:12][CH2:13][O:14][C:15]4[CH:22]=[C:21]([CH:23]=O)[CH:20]=[CH:19][C:16]=43)[CH:10]=2)=[N:7][CH:6]=[N:5]1)([CH3:3])[CH3:2].[CH3:25][NH2:26].C(O[BH-](OC(=O)C)OC(=O)C)(=O)C.[Na+]. (4) The reactants are: [Br:1][C:2]1[CH:15]=[CH:14][C:13]2[O:12][C:11]3[C:6](=[N:7][C:8]([Cl:17])=[CH:9][C:10]=3[F:16])[C:5](=O)[C:4]=2[CH:3]=1.[CH3:19][Mg]Cl. Given the product [Br:1][C:2]1[CH:15]=[CH:14][C:13]2[O:12][C:11]3[C:6](=[N:7][C:8]([Cl:17])=[CH:9][C:10]=3[F:16])[C:5](=[CH2:19])[C:4]=2[CH:3]=1, predict the reactants needed to synthesize it.